Predict the reactants needed to synthesize the given product. From a dataset of Full USPTO retrosynthesis dataset with 1.9M reactions from patents (1976-2016). (1) Given the product [CH3:12][C:3]1[CH:4]=[C:5]([N+:9]([O-:11])=[O:10])[C:6]([CH3:8])=[CH:7][C:2]=1[C:21]1[CH2:30][CH2:29][C:24]2([O:28][CH2:27][CH2:26][O:25]2)[CH2:23][CH:22]=1, predict the reactants needed to synthesize it. The reactants are: Br[C:2]1[CH:7]=[C:6]([CH3:8])[C:5]([N+:9]([O-:11])=[O:10])=[CH:4][C:3]=1[CH3:12].CC1(C)C(C)(C)OB([C:21]2[CH2:30][CH2:29][C:24]3([O:28][CH2:27][CH2:26][O:25]3)[CH2:23][CH:22]=2)O1.[F-].[Cs+]. (2) Given the product [Cl:16][CH:17]([C:14]1[CH:13]=[CH:10][CH:9]=[C:8]([Cl:7])[CH:15]=1)[C:18](=[O:23])[C:19]([O:21][CH3:22])=[O:20], predict the reactants needed to synthesize it. The reactants are: COC(C)(C)C.[Cl:7][C:8]1[CH:9]=[C:10]([CH:13]=[CH:14][CH:15]=1)C=O.[Cl:16][CH:17](Cl)[C:18](=[O:23])[C:19]([O:21][CH3:22])=[O:20].C[O-].[Na+]. (3) Given the product [CH2:1]([O:8][C:9]1[CH:10]=[CH:11][C:12]([C:15]2[CH:19]=[C:18]([C:20]([NH:36][CH:35]([CH:37]([CH3:39])[CH3:38])[C:34]([O:33][CH3:32])=[O:40])=[O:22])[O:17][N:16]=2)=[CH:13][CH:14]=1)[C:2]1[CH:3]=[CH:4][CH:5]=[CH:6][CH:7]=1, predict the reactants needed to synthesize it. The reactants are: [CH2:1]([O:8][C:9]1[CH:14]=[CH:13][C:12]([C:15]2[CH:19]=[C:18]([C:20]([OH:22])=O)[O:17][N:16]=2)=[CH:11][CH:10]=1)[C:2]1[CH:7]=[CH:6][CH:5]=[CH:4][CH:3]=1.ClC(OCC(C)C)=O.Cl.[CH3:32][O:33][C:34](=[O:40])[C@H:35]([CH:37]([CH3:39])[CH3:38])[NH2:36].CCN(CC)CC. (4) Given the product [C:1]([OH:32])(=[O:31])[CH2:2][CH2:3][C@H:4]([NH:8][C:9]([C:11]1[CH:12]=[CH:13][C:14]([NH:15][CH2:16][CH:17]2[NH:28][C:27]3[C:25](=[O:26])[NH:24][C:22]([NH2:23])=[N:21][C:20]=3[NH:19][CH2:18]2)=[CH:29][CH:30]=1)=[O:10])[C:5]([OH:7])=[O:6], predict the reactants needed to synthesize it. The reactants are: [C:1]([OH:32])(=[O:31])[CH2:2][CH2:3][C@H:4]([NH:8][C:9]([C:11]1[CH:30]=[CH:29][C:14]([NH:15][CH2:16][C@@H:17]2[NH:28][C:27]3[C:25](=[O:26])[NH:24][C:22]([NH2:23])=[N:21][C:20]=3[NH:19][CH2:18]2)=[CH:13][CH:12]=1)=[O:10])[C:5]([OH:7])=[O:6].Cl. (5) Given the product [N:29]1([NH:34][C:24]([C:23]2[N:19]([C@@H:17]([C:14]3[CH:13]=[CH:12][C:11]([I:10])=[CH:16][CH:15]=3)[CH3:18])[CH:20]=[N:21][CH:22]=2)=[O:26])[CH2:30][CH2:33][CH2:32]1, predict the reactants needed to synthesize it. The reactants are: COP(OC)OC.II.[I:10][C:11]1[CH:16]=[CH:15][C:14]([C@H:17]([N:19]2[C:23]([C:24]([OH:26])=O)=[CH:22][N:21]=[CH:20]2)[CH3:18])=[CH:13][CH:12]=1.C([N:29]([CH2:32][CH3:33])[CH2:30]C)C.[NH:34]1CCC1.